From a dataset of Peptide-MHC class II binding affinity with 134,281 pairs from IEDB. Regression. Given a peptide amino acid sequence and an MHC pseudo amino acid sequence, predict their binding affinity value. This is MHC class II binding data. (1) The peptide sequence is EKPYFAATQFEPLAA. The MHC is HLA-DPA10201-DPB10501 with pseudo-sequence HLA-DPA10201-DPB10501. The binding affinity (normalized) is 0.715. (2) The peptide sequence is NFRFMSKGGMRNVFDEVIPT. The MHC is DRB1_1201 with pseudo-sequence DRB1_1201. The binding affinity (normalized) is 0.225. (3) The peptide sequence is EVVAATPTSLLISWG. The MHC is HLA-DQA10301-DQB10302 with pseudo-sequence HLA-DQA10301-DQB10302. The binding affinity (normalized) is 0.268. (4) The peptide sequence is GLLSYVIGLLPQNMV. The MHC is DRB1_0901 with pseudo-sequence DRB1_0901. The binding affinity (normalized) is 0.734. (5) The MHC is HLA-DPA10103-DPB10301 with pseudo-sequence HLA-DPA10103-DPB10301. The binding affinity (normalized) is 0.667. The peptide sequence is ISDFRAAIANYHYDA. (6) The peptide sequence is EDGIYGIFQSTFLGA. The MHC is DRB5_0101 with pseudo-sequence DRB5_0101. The binding affinity (normalized) is 0.898.